This data is from Experimentally validated miRNA-target interactions with 360,000+ pairs, plus equal number of negative samples. The task is: Binary Classification. Given a miRNA mature sequence and a target amino acid sequence, predict their likelihood of interaction. (1) The miRNA is hsa-miR-548a-3p with sequence CAAAACUGGCAAUUACUUUUGC. The protein sequence of the target gene is MAALRVLLSCVRGPLRPPVRCPAWRPFASGANFEYIIAEKRGKNNTVGLIQLNRPKALNALCDGLIDELNQALKTFEEDPAVGAIVLTGGDKAFAAGADIKEMQNLSFQDCYSSKFLKHWDHLTQVKKPVIAAVNGYAFGGGCELAMMCDIIYAGEKAQFAQPEILIGTIPGAGGTQRLTRAVGKSLAMEMVLTGDRISAQDAKQAGLVSKICPVETLVEEAIQCAEKIASNSKIVVAMAKESVNAAFEMTLTEGSKLEKKLFYSTFATDDRKEGMTAFVEKRKANFKDQ. Result: 1 (interaction). (2) The miRNA is hsa-miR-370-5p with sequence CAGGUCACGUCUCUGCAGUUAC. The protein sequence of the target gene is MASRQQTRIQAYLEKNKIGPLFEELMTKLITETPDQPIPFLIDHLQSKQGNQGQLQRALSGSAALWAESESSEPKGTRRDFRSYDKPWQMNAKKPKKSKSDLAVSNISPPSPDSKSLPRSVDHLKWNWRTKPQSRDFDELNHILQESKKLGKALENLSRSIAISDELDKETLAFNSSLLRPRVIGEWIGRAENDADPLAAEMLQPPVPRSKNDSWESEDSSSSPAGSLKMEPKTKGLKQQQQQHKKLLAAMLSQDSFESIHSPTPSVIEEDIDNEDDAMELLENLDDLRMEGVTTLVLSG.... Result: 0 (no interaction). (3) The miRNA is hsa-miR-4510 with sequence UGAGGGAGUAGGAUGUAUGGUU. The protein sequence of the target gene is MSLMLDDQPPMEAQYAEEGPGPGIFRAEPGDQQHPISQAVCWRSMRRGCAVLGALGLLAGAGVGSWLLVLYLCPAASQPISGTLQDEEITLSCSEASAEEALLPALPKTVSFRINSEDFLLEAQVRDQPRWLLVCHEGWSPALGLQICWSLGHLRLTHHKGVNLTDIKLNSSQEFAQLSPRLGGFLEEAWQPRNNCTSGQVVSLRCSECGARPLASRIVGGQSVAPGRWPWQASVALGFRHTCGGSVLAPRWVVTAAHCMHSFRLARLSSWRVHAGLVSHSAVRPHQGALVERIIPHPLY.... Result: 1 (interaction). (4) The miRNA is hsa-miR-548x-3p with sequence UAAAAACUGCAAUUACUUUC. The protein sequence of the target gene is MASNEDFSITQDLEIPADIVELHDINVEPLPMEDIPTESVQYEDVDGNWIYGGHNHPPLMVLQPLFTNTGYGDHDQEMLMLQTQEEVVGYCDSDNQLGNDLEDQLALPDSIEDEHFQMTLASLSASAASTSTSTQSRSKKPSKKPSGKSATSTEANPAGSSSSLGTRKWEQKQMQVKTLEGEFSVTMWSPNDNNDQGAVGEGQAENPPDYSEYLKGKKLPPGGLPGIDLSDPKQLAEFTKVKPKRSKGEPPKTVPCSYSGCEKMFRDYAAMRKHLHIHGPRVHVCAECGKAFLESSKLRR.... Result: 1 (interaction). (5) The miRNA is mmu-miR-467e-3p with sequence AUAUACAUACACACACCUAUAU. The protein sequence of the target gene is MDGLPGRALGAACLLLLVAGWLGPEAWGSPTPPPSPAAPPPPPPPGAPGGSQDTCTSCGGGGGGFRRPEELGRVDGDFLEAVKRHILSRLQLRGRPNITHAVPKAAMVTALRKLHAGKVREDGRVEIPHLDGHASPGADGQERVSEIISFAETDGLASSRVRLYFFVSNEGNQNLFVVQASLWLYLKLLPYVLEKGSRRKVRVKVYFQEQGHGDRWNVVEKKVDLKRSGWHTFPITEAIQALFERGERRLNLDVQCDSCQELAVVPVFVDPGEESHRPFVVVQARLGDSRHRIRKRGLEC.... Result: 0 (no interaction).